This data is from Reaction yield outcomes from USPTO patents with 853,638 reactions. The task is: Predict the reaction yield, written as a fraction of the theoretical maximum amount of product (1.0 means a 100% yield; for example, 0.34 means a 34% yield). (1) The reactants are [C:1]([O:4][C:5]1[CH:6]=[C:7]2[C:12](=[CH:13][C:14]=1[O:15][CH3:16])[N:11]=[CH:10][N:9]=[C:8]2Cl)(=[O:3])[CH3:2].[C:18]([C:20]1[CH:21]=[C:22]([CH:24]=[CH:25][CH:26]=1)[NH2:23])#[CH:19]. The catalyst is C(O)(C)C. The product is [C:1]([O:4][C:5]1[CH:6]=[C:7]2[C:12](=[CH:13][C:14]=1[O:15][CH3:16])[N:11]=[CH:10][N:9]=[C:8]2[NH:23][C:22]1[CH:24]=[CH:25][CH:26]=[C:20]([C:18]#[CH:19])[CH:21]=1)(=[O:3])[CH3:2]. The yield is 0.859. (2) The reactants are [C:1]([C:4]1[CH:36]=[CH:35][C:7]2[N:8]([C:13]3[CH:18]=[CH:17][C:16]([CH2:19][CH2:20][NH:21][C:22]([NH:24][S:25]([C:28]4[CH:33]=[CH:32][C:31]([CH3:34])=[CH:30][CH:29]=4)(=[O:27])=[O:26])=[O:23])=[CH:15][CH:14]=3)[C:9]([CH2:11][CH3:12])=[N:10][C:6]=2[CH:5]=1)(=[O:3])[CH3:2].[CH3:37][Mg]I.O. The catalyst is O1CCCC1. The product is [CH2:11]([C:9]1[N:8]([C:13]2[CH:14]=[CH:15][C:16]([CH2:19][CH2:20][NH:21][C:22]([NH:24][S:25]([C:28]3[CH:33]=[CH:32][C:31]([CH3:34])=[CH:30][CH:29]=3)(=[O:26])=[O:27])=[O:23])=[CH:17][CH:18]=2)[C:7]2[CH:35]=[CH:36][C:4]([C:1]([OH:3])([CH3:37])[CH3:2])=[CH:5][C:6]=2[N:10]=1)[CH3:12]. The yield is 0.970. (3) The reactants are [Br:1][C:2]1[CH:3]=[C:4]([CH:25]=[C:26]([O:28]C)[CH:27]=1)[CH2:5][NH:6][C:7]1[C:12]([Cl:13])=[CH:11][N:10]=[C:9]([NH:14][C:15]2[CH:16]=[C:17]([CH2:21][CH2:22][CH2:23]O)[CH:18]=[CH:19][CH:20]=2)[N:8]=1.C(Cl)Cl.B(Br)(Br)[Br:34].C([O-])(O)=O.[Na+]. The catalyst is C(=O)=O. The product is [Br:1][C:2]1[CH:27]=[C:26]([OH:28])[CH:25]=[C:4]([CH2:5][NH:6][C:7]2[C:12]([Cl:13])=[CH:11][N:10]=[C:9]([NH:14][C:15]3[CH:20]=[CH:19][CH:18]=[C:17]([CH2:21][CH2:22][CH2:23][Br:34])[CH:16]=3)[N:8]=2)[CH:3]=1. The yield is 1.00. (4) The reactants are Br.[NH2:2][C:3]1[N:11]=[CH:10][C:9]([Br:12])=[CH:8][C:4]=1[C:5](O)=[O:6].[Cl-].[NH4+].CC[N:17](CC)CC.C(P(C#N)(CC)=O)C. The catalyst is C(COC)OC. The product is [NH2:2][C:3]1[N:11]=[CH:10][C:9]([Br:12])=[CH:8][C:4]=1[C:5]([NH2:17])=[O:6]. The yield is 0.440.